The task is: Predict the reactants needed to synthesize the given product.. This data is from Full USPTO retrosynthesis dataset with 1.9M reactions from patents (1976-2016). (1) Given the product [OH:14][C:12]1[C:15]2[C:5](=[CH:4][C:3]([C:2]([F:1])([F:19])[F:18])=[CH:17][CH:16]=2)[N:6]=[CH:7][C:8]=1[C:9]([O:11][CH2:20][CH3:21])=[O:10], predict the reactants needed to synthesize it. The reactants are: [F:1][C:2]([F:19])([F:18])[C:3]1[CH:4]=[C:5]([CH:15]=[CH:16][CH:17]=1)[NH:6][CH:7]=[C:8]([C:12]([O-:14])=O)[C:9]([O-:11])=[O:10].[CH:20]1C=CC(C2C=CC=CC=2)=C[CH:21]=1.C1C=CC(OC2C=CC=CC=2)=CC=1. (2) The reactants are: [NH2:1][CH2:2][C:3]1[C:4]([C:15]#[N:16])=[CH:5][C:6]2[O:13][CH2:12][CH:11]=[CH:10][CH2:9][O:8][C:7]=2[CH:14]=1. Given the product [O:8]1[C:7]2=[CH:14][C:3]3[CH2:2][NH:1][C:15](=[NH:16])[C:4]=3[CH:5]=[C:6]2[O:13][CH2:12][CH:11]=[CH:10][CH2:9]1, predict the reactants needed to synthesize it. (3) Given the product [C:1]([O:5][C:6]([N:8]1[CH2:13][CH2:12][CH2:11][C:10]2([N:18]([C:44]([O:46][CH2:47][C:48]3[CH:53]=[CH:52][CH:51]=[CH:50][CH:49]=3)=[O:45])[CH2:15][CH:14]2[CH3:17])[CH2:9]1)=[O:7])([CH3:4])([CH3:3])[CH3:2], predict the reactants needed to synthesize it. The reactants are: [C:1]([O:5][C:6]([N:8]1[CH2:13][CH2:12][CH2:11][C:10]([NH2:18])([CH:14]([CH3:17])[CH2:15]O)[CH2:9]1)=[O:7])([CH3:4])([CH3:3])[CH3:2].C1(P(C2C=CC=CC=2)C2C=CC=CC=2)C=CC=CC=1.C(Br)(Br)(Br)Br.Cl[C:44]([O:46][CH2:47][C:48]1[CH:53]=[CH:52][CH:51]=[CH:50][CH:49]=1)=[O:45].C(=O)(O)[O-].[Na+]. (4) The reactants are: [CH3:1][CH:2]1[NH:7][CH2:6][CH2:5][N:4]([C:8]([C:10]2[CH:15]=[CH:14][CH:13]=[CH:12][CH:11]=2)=[O:9])[CH2:3]1.[O:16]1[C:20]([C:21]2[CH:26]=[CH:25][C:24]([S:27](Cl)(=[O:29])=[O:28])=[CH:23][CH:22]=2)=[CH:19][N:18]=[CH:17]1.C(N(CC)CC)C. Given the product [CH3:1][CH:2]1[N:7]([S:27]([C:24]2[CH:25]=[CH:26][C:21]([C:20]3[O:16][CH:17]=[N:18][CH:19]=3)=[CH:22][CH:23]=2)(=[O:28])=[O:29])[CH2:6][CH2:5][N:4]([C:8]([C:10]2[CH:15]=[CH:14][CH:13]=[CH:12][CH:11]=2)=[O:9])[CH2:3]1, predict the reactants needed to synthesize it. (5) Given the product [Cl:22][C:5]1[C:4]2[C:9](=[CH:10][C:11]([F:12])=[C:2]([F:1])[CH:3]=2)[N:8]=[C:7]([CH3:13])[C:6]=1[C:14]([O:16][CH2:17][CH3:18])=[O:15], predict the reactants needed to synthesize it. The reactants are: [F:1][C:2]1[CH:3]=[C:4]2[C:9](=[CH:10][C:11]=1[F:12])[N:8]=[C:7]([CH3:13])[C:6]([C:14]([O:16][CH2:17][CH3:18])=[O:15])=[C:5]2O.P(Cl)(Cl)([Cl:22])=O.N.